Dataset: Full USPTO retrosynthesis dataset with 1.9M reactions from patents (1976-2016). Task: Predict the reactants needed to synthesize the given product. (1) Given the product [CH3:19][C@@H:9]1[CH2:10][C@@H:11]([C:13]2[CH:18]=[CH:17][CH:16]=[CH:15][CH:14]=2)[CH2:12][NH:8]1, predict the reactants needed to synthesize it. The reactants are: C(OC([N:8]1[CH2:12][C@H:11]([C:13]2[CH:18]=[CH:17][CH:16]=[CH:15][CH:14]=2)[CH2:10][C@H:9]1[CH3:19])=O)(C)(C)C.Cl. (2) Given the product [OH2:13].[CH:1]1([CH2:7][CH2:8][CH2:9][C@@H:10]([C:16]2[O:20][N:19]=[C:18]([C:21]([NH2:23])=[O:22])[N:17]=2)[CH2:11][C:12]([NH:14][OH:15])=[O:13])[CH2:2][CH2:3][CH2:4][CH2:5][CH2:6]1, predict the reactants needed to synthesize it. The reactants are: [CH:1]1([CH2:7][CH2:8][CH2:9][C@@H:10]([C:16]2[O:20][N:19]=[C:18]([C:21]([NH2:23])=[O:22])[N:17]=2)[CH2:11][C:12]([NH:14][OH:15])=[O:13])[CH2:6][CH2:5][CH2:4][CH2:3][CH2:2]1.O. (3) Given the product [Br:1][C:2]1[CH:3]=[C:4]([O:8][CH2:10][C:11]([NH2:13])=[O:12])[CH:5]=[N:6][CH:7]=1, predict the reactants needed to synthesize it. The reactants are: [Br:1][C:2]1[CH:3]=[C:4]([OH:8])[CH:5]=[N:6][CH:7]=1.Br[CH2:10][C:11]([NH2:13])=[O:12].C(=O)([O-])[O-].[Cs+].[Cs+]. (4) Given the product [C:35]([O:31][C:29](=[O:30])[CH2:28][N:24]1[C:25]2[C:21](=[CH:20][C:19]([C:17]([OH:18])=[O:49])=[CH:27][CH:26]=2)[CH:22]=[CH:23]1)([CH3:36])([CH3:40])[CH3:34], predict the reactants needed to synthesize it. The reactants are: N1C=CC(N2CCC3(CCN([C:17]([C:19]4[CH:20]=[C:21]5[C:25](=[CH:26][CH:27]=4)[N:24]([CH2:28][C:29]([OH:31])=[O:30])[CH:23]=[CH:22]5)=[O:18])CC3)C2)=CC=1.N1[C:40]2C=CC=[C:36](C(O)=O)[C:35]=2[CH:34]=C1.[H-].[Na+].BrCC(OC(C)(C)C)=[O:49]. (5) Given the product [Br:35][C:36]1[C:37]([N:46]2[CH2:51][CH2:50][N:49]([CH2:52][C:53]3[CH:54]=[N:55][CH:56]=[CH:57][CH:58]=3)[CH2:48][CH2:47]2)=[C:38]2[N:43]=[C:78]([C:77]3[CH:76]=[CH:75][C:74]([O:73][CH:70]4[CH2:71][CH2:72][NH:67][CH2:68][CH2:69]4)=[CH:81][CH:80]=3)[NH:42][C:39]2=[N:40][CH:41]=1, predict the reactants needed to synthesize it. The reactants are: BrC1C(N2CCN(C(NC3C=CC=CC=3)=O)CC2)=C2N=C(C3C=CC(N(C)C)=CC=3)NC2=NC=1.[Br:35][C:36]1[C:37]([N:46]2[CH2:51][CH2:50][N:49]([CH2:52][C:53]3[CH:54]=[N:55][CH:56]=[CH:57][CH:58]=3)[CH2:48][CH2:47]2)=[C:38]([N+:43]([O-])=O)[C:39]([NH2:42])=[N:40][CH:41]=1.[O-]S(S([O-])=O)=O.[Na+].[Na+].[NH:67]1[CH2:72][CH2:71][CH:70]([O:73][C:74]2[CH:81]=[CH:80][C:77]([CH:78]=O)=[CH:76][CH:75]=2)[CH2:69][CH2:68]1. (6) Given the product [NH2:1][C:2]1[C:11]2[C:6](=[CH:7][C:8]([N:21]3[C:22]4[CH2:23][C:15]([CH3:29])([CH3:14])[CH2:16][C:17](=[O:28])[C:18]=4[C:19]([C:24]([F:25])([F:27])[F:26])=[N:20]3)=[CH:9][CH:10]=2)[C:5]([Br:13])=[CH:4][N:3]=1, predict the reactants needed to synthesize it. The reactants are: [NH2:1][C:2]1[C:11]2[C:6](=[CH:7][C:8](F)=[CH:9][CH:10]=2)[C:5]([Br:13])=[CH:4][N:3]=1.[CH3:14][C:15]1([CH3:29])[CH2:23][C:22]2[NH:21][N:20]=[C:19]([C:24]([F:27])([F:26])[F:25])[C:18]=2[C:17](=[O:28])[CH2:16]1.[H-].[Na+].[NH4+].[Cl-]. (7) Given the product [N:1]1[CH:6]=[CH:5][C:4]([N:7]2[CH:26]=[C:27]([C:29]3[S:30][CH:31]=[CH:32][N:33]=3)[N:24]=[C:8]2[C:9]2[CH:10]=[CH:11][C:12]([N:15]3[C:19]4=[N:20][CH:21]=[CH:22][CH:23]=[C:18]4[CH:17]=[CH:16]3)=[CH:13][CH:14]=2)=[CH:3][CH:2]=1, predict the reactants needed to synthesize it. The reactants are: [N:1]1[CH:6]=[CH:5][C:4]([N:7]=[C:8]([NH2:24])[C:9]2[CH:14]=[CH:13][C:12]([N:15]3[C:19]4=[N:20][CH:21]=[CH:22][CH:23]=[C:18]4[CH:17]=[CH:16]3)=[CH:11][CH:10]=2)=[CH:3][CH:2]=1.Br[CH2:26][C:27]([C:29]1[S:30][CH:31]=[CH:32][N:33]=1)=O. (8) Given the product [F:24][C:21]1[CH:22]=[CH:23][C:18]([CH2:17][N:16]2[CH:10]3[CH2:9][NH:8][CH2:15][CH:14]2[CH2:13][O:12][CH2:11]3)=[CH:19][CH:20]=1, predict the reactants needed to synthesize it. The reactants are: C(OC([N:8]1[CH2:15][CH:14]2[N:16]([CH2:17][C:18]3[CH:23]=[CH:22][C:21]([F:24])=[CH:20][CH:19]=3)[CH:10]([CH2:11][O:12][CH2:13]2)[CH2:9]1)=O)(C)(C)C.Cl.[OH-].[Na+].[Cl-].[Na+].O.